Dataset: TCR-epitope binding with 47,182 pairs between 192 epitopes and 23,139 TCRs. Task: Binary Classification. Given a T-cell receptor sequence (or CDR3 region) and an epitope sequence, predict whether binding occurs between them. (1) The epitope is SEETGTLIV. The TCR CDR3 sequence is CSASSVGTSGPMMFDEQFF. Result: 0 (the TCR does not bind to the epitope). (2) The epitope is KLWAQCVQL. The TCR CDR3 sequence is CATSQGANTGELFF. Result: 1 (the TCR binds to the epitope). (3) The epitope is YEGNSPFHPL. The TCR CDR3 sequence is CASSEVGSGNTIYF. Result: 1 (the TCR binds to the epitope). (4) The epitope is YLDAYNMMI. The TCR CDR3 sequence is CSVTRQASTDTQYF. Result: 0 (the TCR does not bind to the epitope). (5) The epitope is KMKDLSPRW. The TCR CDR3 sequence is CASSTGNPNEQFF. Result: 0 (the TCR does not bind to the epitope). (6) The epitope is KPLEFGATSAAL. The TCR CDR3 sequence is CASSFPGLGNEQFF. Result: 1 (the TCR binds to the epitope).